From a dataset of CYP2C19 inhibition data for predicting drug metabolism from PubChem BioAssay. Regression/Classification. Given a drug SMILES string, predict its absorption, distribution, metabolism, or excretion properties. Task type varies by dataset: regression for continuous measurements (e.g., permeability, clearance, half-life) or binary classification for categorical outcomes (e.g., BBB penetration, CYP inhibition). Dataset: cyp2c19_veith. (1) The molecule is CN(C)/C(CN1CCN(C=O)CC1)=C1\N=C(c2ccccc2)OC1=O. The result is 0 (non-inhibitor). (2) The molecule is COC(=O)N/N=C\C=C\c1ccc2c(c1)OCO2. The result is 0 (non-inhibitor). (3) The compound is COCCn1nc2cc(C(=O)NCC34CC5CC(CC(C5)C3)C4)ccc2c1OC. The result is 0 (non-inhibitor). (4) The compound is Cc1[nH]c2ccccc2c1CCNC(=O)c1ccc2c(c1[N+](=O)[O-])C(=O)c1ccccc1C2=O. The result is 1 (inhibitor). (5) The result is 0 (non-inhibitor). The drug is O=C1[C@H]2CC[C@H]3/C(=N\OC[C@@H](O)COCc4ccco4)C[C@@H](O)[C@@H](O)[C@@H]3[C@@H]2C(=O)N1Cc1ccc2c(c1)OCO2. (6) The compound is Cc1nc2ncnn2c(C)c1CCC(=O)NCc1ccccc1. The result is 0 (non-inhibitor). (7) The drug is Cn1cccc1C(=O)N1CCC[C@@]2(CCN(c3ccccc3)C2)C1. The result is 1 (inhibitor). (8) The compound is CN1C[C@H](C(=O)N[C@]2(C)O[C@@]3(O)[C@H]4CCCN4C(=O)[C@H](Cc4ccccc4)N3C2=O)C[C@H]2c3cccc4[nH]cc(c34)C[C@@H]21. The result is 1 (inhibitor).